This data is from Forward reaction prediction with 1.9M reactions from USPTO patents (1976-2016). The task is: Predict the product of the given reaction. (1) Given the reactants N[C@H]1CCNC1.C(OC(OC(OC(C)(C)C)=O)=O)(C)(C)C.[OH-].[K+].NC1CCNC1.[NH2:30][CH:31]1[CH2:35][CH2:34][N:33]([C:36]([O:38][C:39]([CH3:42])([CH3:41])[CH3:40])=[O:37])[CH2:32]1.C(OC(N1CCC(NC(OC(C)(C)C)=O)C1)=O)(C)(C)C, predict the reaction product. The product is: [NH2:30][C@H:31]1[CH2:35][CH2:34][N:33]([C:36]([O:38][C:39]([CH3:42])([CH3:41])[CH3:40])=[O:37])[CH2:32]1. (2) The product is: [CH3:26][O:27][C:28]1[CH:33]=[CH:32][C:31]([O:34][C:5]2[N:10]=[C:9]([C:11]3[CH:16]=[CH:15][C:14]([Cl:17])=[CH:13][C:12]=3[Cl:18])[C:8]([C:19]3[CH:24]=[CH:23][C:22]([Cl:25])=[CH:21][CH:20]=3)=[CH:7][N:6]=2)=[CH:30][CH:29]=1. Given the reactants CS([C:5]1[N:10]=[C:9]([C:11]2[CH:16]=[CH:15][C:14]([Cl:17])=[CH:13][C:12]=2[Cl:18])[C:8]([C:19]2[CH:24]=[CH:23][C:22]([Cl:25])=[CH:21][CH:20]=2)=[CH:7][N:6]=1)(=O)=O.[CH3:26][O:27][C:28]1[CH:33]=[CH:32][C:31]([OH:34])=[CH:30][CH:29]=1, predict the reaction product. (3) Given the reactants [C:1]1([C@H:7]2[CH2:12][CH2:11][C@H:10]([NH:13][CH2:14][CH2:15][CH2:16][CH2:17][C:18]3[CH:23]=[CH:22][C:21]([OH:24])=[CH:20][CH:19]=3)[CH2:9][CH2:8]2)[CH:6]=[CH:5][CH:4]=[CH:3][CH:2]=1.[CH2:25](Cl)Cl.[BH-](OC(C)=O)(OC(C)=O)OC(C)=O.[Na+].[OH-].[Na+], predict the reaction product. The product is: [CH3:25][N:13]([C@H:10]1[CH2:11][CH2:12][C@H:7]([C:1]2[CH:6]=[CH:5][CH:4]=[CH:3][CH:2]=2)[CH2:8][CH2:9]1)[CH2:14][CH2:15][CH2:16][CH2:17][C:18]1[CH:19]=[CH:20][C:21]([OH:24])=[CH:22][CH:23]=1. (4) Given the reactants P(Cl)(Cl)([Cl:3])=O.[Cl:6][C:7]1[C:8]([N:15]2[C:19]3=[N:20][CH:21]=[N:22][C:23](O)=[C:18]3[CH:17]=[N:16]2)=[C:9]([CH:12]=[CH:13][CH:14]=1)[C:10]#[N:11], predict the reaction product. The product is: [Cl:6][C:7]1[C:8]([N:15]2[C:19]3=[N:20][CH:21]=[N:22][C:23]([Cl:3])=[C:18]3[CH:17]=[N:16]2)=[C:9]([CH:12]=[CH:13][CH:14]=1)[C:10]#[N:11].